The task is: Predict which catalyst facilitates the given reaction.. This data is from Catalyst prediction with 721,799 reactions and 888 catalyst types from USPTO. (1) Reactant: Br[C:2]1[CH:7]=[CH:6][C:5]([CH2:8][N:9]2[C:14](=[O:15])[C:13]([C:16]([NH:18][CH2:19][C:20]([OH:22])=[O:21])=[O:17])=[C:12]([OH:23])[C:11]([CH:24]([CH3:26])[CH3:25])=[N:10]2)=[CH:4][CH:3]=1.[CH3:27][O:28][C:29]1[CH:34]=[C:33](B(O)O)[CH:32]=[CH:31][N:30]=1.C(=O)([O-])[O-].[K+].[K+].Cl. Product: [OH:23][C:12]1[C:11]([CH:24]([CH3:26])[CH3:25])=[N:10][N:9]([CH2:8][C:5]2[CH:6]=[CH:7][C:2]([C:33]3[CH:32]=[CH:31][N:30]=[C:29]([O:28][CH3:27])[CH:34]=3)=[CH:3][CH:4]=2)[C:14](=[O:15])[C:13]=1[C:16]([NH:18][CH2:19][C:20]([OH:22])=[O:21])=[O:17]. The catalyst class is: 70. (2) Reactant: [Br:1][C:2]1[C:3]([O:14][CH3:15])=[CH:4][C:5]([CH2:11][C:12]#[N:13])=[C:6]([CH:10]=1)[C:7]([OH:9])=O.[NH2:16][C:17]1[CH:21]=[C:20]([CH3:22])[NH:19][N:18]=1. Product: [Br:1][C:2]1[CH:10]=[C:6]2[C:5]([CH:11]=[C:12]([NH:16][C:17]3[CH:21]=[C:20]([CH3:22])[NH:19][N:18]=3)[N:13]=[C:7]2[OH:9])=[CH:4][C:3]=1[O:14][CH3:15]. The catalyst class is: 15. (3) Reactant: C(OC([N:8]1[CH2:11][CH:10]([O:12][C:13]2[CH:18]=[C:17]([F:19])[C:16]([C@@H:20]3[C:32]4[NH:31][C:30]5[C:25](=[CH:26][CH:27]=[CH:28][CH:29]=5)[C:24]=4[CH2:23][C@@H:22]([CH3:33])[N:21]3[CH2:34][C:35]([F:38])([CH3:37])[CH3:36])=[C:15]([F:39])[CH:14]=2)[CH2:9]1)=O)(C)(C)C.C(O)(C(F)(F)F)=O. Product: [NH:8]1[CH2:11][CH:10]([O:12][C:13]2[CH:14]=[C:15]([F:39])[C:16]([C@@H:20]3[C:32]4[NH:31][C:30]5[C:25](=[CH:26][CH:27]=[CH:28][CH:29]=5)[C:24]=4[CH2:23][C@@H:22]([CH3:33])[N:21]3[CH2:34][C:35]([F:38])([CH3:36])[CH3:37])=[C:17]([F:19])[CH:18]=2)[CH2:9]1. The catalyst class is: 4. (4) Reactant: Cl[C:2]1[CH:11]=[CH:10][C:9]2[CH2:8][N:7]([C:12]([O:14][C:15]([CH3:18])([CH3:17])[CH3:16])=[O:13])[CH2:6][CH2:5][C:4]=2[N:3]=1.[CH:19]1([N:23]2[CH2:28][CH2:27][CH:26]([OH:29])[CH2:25][CH2:24]2)[CH2:22][CH2:21][CH2:20]1.CC(C)([O-])C.[K+]. Product: [CH:19]1([N:23]2[CH2:24][CH2:25][CH:26]([O:29][C:2]3[CH:11]=[CH:10][C:9]4[CH2:8][N:7]([C:12]([O:14][C:15]([CH3:18])([CH3:17])[CH3:16])=[O:13])[CH2:6][CH2:5][C:4]=4[N:3]=3)[CH2:27][CH2:28]2)[CH2:22][CH2:21][CH2:20]1. The catalyst class is: 225. (5) Reactant: [N:1]1([C:8]2[C:9]([C:22]3[CH:27]=[CH:26][CH:25]=[CH:24][CH:23]=3)=[N:10][C:11]3[C:16]([N:17]=2)=[CH:15][C:14]([C:18]([O:20]C)=[O:19])=[CH:13][CH:12]=3)[CH2:7][CH2:6][CH2:5][CH2:4][CH2:3][CH2:2]1.[OH-].[Na+].Cl. Product: [N:1]1([C:8]2[C:9]([C:22]3[CH:23]=[CH:24][CH:25]=[CH:26][CH:27]=3)=[N:10][C:11]3[C:16]([N:17]=2)=[CH:15][C:14]([C:18]([OH:20])=[O:19])=[CH:13][CH:12]=3)[CH2:7][CH2:6][CH2:5][CH2:4][CH2:3][CH2:2]1. The catalyst class is: 24. (6) Reactant: [C:1]([O:5][C:6](=[O:14])[N:7]([CH2:9][CH2:10][CH2:11][CH2:12][NH2:13])[CH3:8])([CH3:4])([CH3:3])[CH3:2].[CH3:15][C:16]1[C:17]([CH:22]=O)=[N:18][CH:19]=[CH:20][CH:21]=1.[BH-](O[C:34]([CH3:36])=O)(OC(C)=O)OC(C)=O.[Na+]. Product: [C:1]([O:5][C:6](=[O:14])[N:7]([CH2:9][CH2:10][CH2:11][CH2:12][N:13]([CH2:20][C:19]1[C:34]([CH3:36])=[CH:15][CH:16]=[CH:17][N:18]=1)[CH2:22][C:17]1[C:16]([CH3:15])=[CH:21][CH:20]=[CH:19][N:18]=1)[CH3:8])([CH3:4])([CH3:2])[CH3:3]. The catalyst class is: 2. (7) Reactant: C(=O)([O-])O.[Na+].[S:6]=[C:7]1[NH:12][C:11]2[NH:13][CH:14]=[CH:15][C:10]=2[C:9](=[O:16])[N:8]1[C:17]1[CH:22]=[CH:21][C:20]([O:23][CH2:24][C:25]([F:28])([F:27])[F:26])=[CH:19][CH:18]=1.[F:29][C:30]([F:34])([F:33])[CH2:31]I. Product: [F:26][C:25]([F:28])([F:27])[CH2:24][O:23][C:20]1[CH:19]=[CH:18][C:17]([N:8]2[C:9](=[O:16])[C:10]3[CH:15]=[CH:14][NH:13][C:11]=3[N:12]=[C:7]2[S:6][CH2:31][C:30]([F:34])([F:33])[F:29])=[CH:22][CH:21]=1. The catalyst class is: 9. (8) Reactant: [Zn:1].II.[Br:4]CCCCCCCCC(OCC)=O.[C:18]([O:28][CH2:29][CH3:30])(=[O:27])[CH2:19][CH2:20][CH2:21][CH2:22][CH2:23][CH2:24][CH2:25][CH3:26]. Product: [Br:4][Zn:1][CH2:26][CH2:25][CH2:24][CH2:23][CH2:22][CH2:21][CH2:20][CH2:19][C:18]([O:28][CH2:29][CH3:30])=[O:27]. The catalyst class is: 44. (9) Reactant: [N+:1]([C:4]1[CH:22]=[CH:21][CH:20]=[CH:19][C:5]=1[NH:6][CH:7]=[C:8]([C:14]([O:16][CH2:17][CH3:18])=[O:15])[C:9]([O:11]CC)=O)([O-:3])=[O:2].C1(OC2C=CC=CC=2)C=CC=CC=1. Product: [CH2:17]([O:16][C:14]([CH:8]1[C:9](=[O:11])[C:19]2[C:5](=[C:4]([N+:1]([O-:3])=[O:2])[CH:22]=[CH:21][CH:20]=2)[N:6]=[CH:7]1)=[O:15])[CH3:18]. The catalyst class is: 27.